Dataset: Merck oncology drug combination screen with 23,052 pairs across 39 cell lines. Task: Regression. Given two drug SMILES strings and cell line genomic features, predict the synergy score measuring deviation from expected non-interaction effect. (1) Drug 1: CN1C(=O)C=CC2(C)C3CCC4(C)C(NC(=O)OCC(F)(F)F)CCC4C3CCC12. Drug 2: O=S1(=O)NC2(CN1CC(F)(F)F)C1CCC2Cc2cc(C=CCN3CCC(C(F)(F)F)CC3)ccc2C1. Cell line: OVCAR3. Synergy scores: synergy=22.6. (2) Cell line: MDAMB436. Drug 2: Cn1c(=O)n(-c2ccc(C(C)(C)C#N)cc2)c2c3cc(-c4cnc5ccccc5c4)ccc3ncc21. Synergy scores: synergy=21.2. Drug 1: CCN(CC)CCNC(=O)c1c(C)[nH]c(C=C2C(=O)Nc3ccc(F)cc32)c1C. (3) Drug 1: O=C(NOCC(O)CO)c1ccc(F)c(F)c1Nc1ccc(I)cc1F. Drug 2: CCC1(O)C(=O)OCc2c1cc1n(c2=O)Cc2cc3c(CN(C)C)c(O)ccc3nc2-1. Cell line: PA1. Synergy scores: synergy=-8.37. (4) Synergy scores: synergy=-13.2. Drug 2: COC1=C2CC(C)CC(OC)C(O)C(C)C=C(C)C(OC(N)=O)C(OC)C=CC=C(C)C(=O)NC(=CC1=O)C2=O. Drug 1: CN1C(=O)C=CC2(C)C3CCC4(C)C(NC(=O)OCC(F)(F)F)CCC4C3CCC12. Cell line: NCIH23. (5) Drug 1: CCC1=CC2CN(C1)Cc1c([nH]c3ccccc13)C(C(=O)OC)(c1cc3c(cc1OC)N(C)C1C(O)(C(=O)OC)C(OC(C)=O)C4(CC)C=CCN5CCC31C54)C2. Drug 2: O=C(NOCC(O)CO)c1ccc(F)c(F)c1Nc1ccc(I)cc1F. Cell line: SW620. Synergy scores: synergy=18.1. (6) Drug 1: N#Cc1ccc(Cn2cncc2CN2CCN(c3cccc(Cl)c3)C(=O)C2)cc1. Drug 2: NC1CCCCC1N.O=C(O)C(=O)O.[Pt+2]. Cell line: UACC62. Synergy scores: synergy=-12.0. (7) Drug 1: O=P1(N(CCCl)CCCl)NCCCO1. Drug 2: Cn1c(=O)n(-c2ccc(C(C)(C)C#N)cc2)c2c3cc(-c4cnc5ccccc5c4)ccc3ncc21. Cell line: COLO320DM. Synergy scores: synergy=19.2. (8) Drug 1: N.N.O=C(O)C1(C(=O)O)CCC1.[Pt]. Drug 2: Cc1nc(Nc2ncc(C(=O)Nc3c(C)cccc3Cl)s2)cc(N2CCN(CCO)CC2)n1. Cell line: COLO320DM. Synergy scores: synergy=3.72.